This data is from Reaction yield outcomes from USPTO patents with 853,638 reactions. The task is: Predict the reaction yield, written as a fraction of the theoretical maximum amount of product (1.0 means a 100% yield; for example, 0.34 means a 34% yield). (1) The reactants are [N+:1]([C:4]1[CH:9]=[CH:8][CH:7]=[CH:6][C:5]=1[C:10]1[N:11]=[C:12]([NH2:15])[S:13][CH:14]=1)([O-:3])=[O:2].Br[CH2:17][C:18](=O)[C:19]([O:21][CH2:22][CH3:23])=[O:20]. The catalyst is C(C(C)=O)C. The product is [CH2:22]([O:21][C:19]([C:18]1[N:15]=[C:12]2[N:11]([CH:17]=1)[C:10]([C:5]1[CH:6]=[CH:7][CH:8]=[CH:9][C:4]=1[N+:1]([O-:3])=[O:2])=[CH:14][S:13]2)=[O:20])[CH3:23]. The yield is 0.520. (2) The reactants are [CH3:1][O:2][C:3]1[CH:4]=[CH:5][CH:6]=[C:7]2[C:11]=1[CH:10]([NH:12][C:13]1[O:14][CH2:15][C:16]3[CH:22]=[C:21]([NH2:23])[CH:20]=[CH:19][C:17]=3[N:18]=1)[CH2:9][CH2:8]2.[C:24]1([S:30](Cl)(=[O:32])=[O:31])[CH:29]=[CH:28][CH:27]=[CH:26][CH:25]=1. No catalyst specified. The product is [CH3:1][O:2][C:3]1[CH:4]=[CH:5][CH:6]=[C:7]2[C:11]=1[CH:10]([NH:12][C:13]1[O:14][CH2:15][C:16]3[CH:22]=[C:21]([NH:23][S:30]([C:24]4[CH:29]=[CH:28][CH:27]=[CH:26][CH:25]=4)(=[O:32])=[O:31])[CH:20]=[CH:19][C:17]=3[N:18]=1)[CH2:9][CH2:8]2. The yield is 0.260.